Dataset: Retrosynthesis with 50K atom-mapped reactions and 10 reaction types from USPTO. Task: Predict the reactants needed to synthesize the given product. (1) The reactants are: CS(=O)(=O)c1ccc(B(O)O)cc1.Cc1c2n(c3c(Br)cc(C#N)cc13)CCNC2=O. Given the product Cc1c2n(c3c(-c4ccc(S(C)(=O)=O)cc4)cc(C#N)cc13)CCNC2=O, predict the reactants needed to synthesize it. (2) The reactants are: COc1cc(N)c(C(N)=O)c(OC)c1.O=Cc1ccc(N2CCC(NC(=O)c3ccccc3)CC2)cc1. Given the product COc1cc(OC)c2c(=O)[nH]c(-c3ccc(N4CCC(NC(=O)c5ccccc5)CC4)cc3)nc2c1, predict the reactants needed to synthesize it. (3) Given the product CCCC(=O)N1CCc2c(sc(NC(=O)c3cccc(OC)c3)c2C#N)C1, predict the reactants needed to synthesize it. The reactants are: CCCC(=O)Cl.COc1cccc(C(=O)Nc2sc3c(c2C#N)CCNC3)c1. (4) Given the product CN(C)C(=O)C(=O)NN, predict the reactants needed to synthesize it. The reactants are: CCOC(=O)C(=O)NN.CNC. (5) Given the product CCc1nc(SC)c2n1CCN(C(=O)OC(C)(C)C)C2CCc1ccc(C(F)(F)F)cc1, predict the reactants needed to synthesize it. The reactants are: CCc1nc(I)c2n1CCN(C(=O)OC(C)(C)C)C2CCc1ccc(C(F)(F)F)cc1.C[S-]. (6) The reactants are: COC(=O)[C@H]1CC[C@H](CNc2cc(OC3CCCCO3)ccc2N)CC1.O=C(n1ccnc1)n1ccnc1. Given the product COC(=O)[C@H]1CC[C@H](Cn2c(=O)[nH]c3ccc(OC4CCCCO4)cc32)CC1, predict the reactants needed to synthesize it. (7) The reactants are: CCC(COc1ccc(C[C@H](NC(=O)c2c(Cl)cccc2Cl)C(=O)OC)cc1)c1cccc(N(C)C(=O)OC(C)(C)C)n1. Given the product CCC(COc1ccc(C[C@H](NC(=O)c2c(Cl)cccc2Cl)C(=O)OC)cc1)c1cccc(NC)n1, predict the reactants needed to synthesize it.